This data is from TCR-epitope binding with 47,182 pairs between 192 epitopes and 23,139 TCRs. The task is: Binary Classification. Given a T-cell receptor sequence (or CDR3 region) and an epitope sequence, predict whether binding occurs between them. The epitope is AVFDRKSDAK. The TCR CDR3 sequence is CASRVVGVAGNYGYTF. Result: 1 (the TCR binds to the epitope).